This data is from CYP1A2 inhibition data for predicting drug metabolism from PubChem BioAssay. The task is: Regression/Classification. Given a drug SMILES string, predict its absorption, distribution, metabolism, or excretion properties. Task type varies by dataset: regression for continuous measurements (e.g., permeability, clearance, half-life) or binary classification for categorical outcomes (e.g., BBB penetration, CYP inhibition). Dataset: cyp1a2_veith. The drug is Cc1ccc(OCC(=O)Nc2ccccc2N2CCOCC2)c(C)c1. The result is 1 (inhibitor).